Dataset: Full USPTO retrosynthesis dataset with 1.9M reactions from patents (1976-2016). Task: Predict the reactants needed to synthesize the given product. (1) Given the product [C:1]([O:5][C:6]([N:8]1[CH2:13][CH2:12][C:11](=[O:14])[CH2:10][C@@H:9]1[C:15]([O:17][CH2:18][C:19]1[CH:24]=[CH:23][CH:22]=[CH:21][CH:20]=1)=[O:16])=[O:7])([CH3:4])([CH3:2])[CH3:3], predict the reactants needed to synthesize it. The reactants are: [C:1]([O:5][C:6]([N:8]1[CH2:13][CH2:12][C:11](=[O:14])[CH2:10][C@@H:9]1[C:15]([OH:17])=[O:16])=[O:7])([CH3:4])([CH3:3])[CH3:2].[CH2:18](O)[C:19]1[CH:24]=[CH:23][CH:22]=[CH:21][CH:20]=1.C1(N=C=NC2CCCCC2)CCCCC1. (2) Given the product [N:16]1([C:13]([C:5]2[C:6]3[C:11](=[CH:10][CH:9]=[CH:8][C:7]=3[CH3:12])[C:2]([Cl:1])=[N:3][CH:4]=2)=[O:15])[CH2:19][CH2:18][CH2:17]1, predict the reactants needed to synthesize it. The reactants are: [Cl:1][C:2]1[C:11]2[C:6](=[C:7]([CH3:12])[CH:8]=[CH:9][CH:10]=2)[C:5]([C:13]([OH:15])=O)=[CH:4][N:3]=1.[NH:16]1[CH2:19][CH2:18][CH2:17]1. (3) Given the product [Cl:1][C:2]1[CH:9]=[CH:8][C:5]([CH2:6][CH2:24][O:26][CH2:21][C:18]2[CH:19]=[CH:20][C:15]([C:14]([O:13][CH3:12])=[O:23])=[CH:16][CH:17]=2)=[CH:4][CH:3]=1, predict the reactants needed to synthesize it. The reactants are: [Cl:1][C:2]1[CH:9]=[CH:8][C:5]([CH2:6]O)=[CH:4][CH:3]=1.[H-].[Na+].[CH3:12][O:13][C:14](=[O:23])[C:15]1[CH:20]=[CH:19][C:18]([CH2:21]Br)=[CH:17][CH:16]=1.[C:24](OCC)(=[O:26])C. (4) Given the product [F:14][C:13]([F:15])([F:16])[C:10]1([CH2:9][CH2:5][C:4]([OH:17])=[O:3])[CH2:12][CH2:11]1, predict the reactants needed to synthesize it. The reactants are: CC1(C)OC(=O)[CH:5]([CH2:9][C:10]2([C:13]([F:16])([F:15])[F:14])[CH2:12][CH2:11]2)[C:4](=[O:17])[O:3]1.[OH-].[Li+]. (5) Given the product [CH3:1][O:2][C:3]1[CH:4]=[C:5]([CH:10]=[CH:11][CH:12]=1)[CH2:6][NH:7][C:8]([NH:19][CH2:18][C:17]1[CH:20]=[CH:21][CH:22]=[C:15]([O:14][CH3:13])[CH:16]=1)=[S:9], predict the reactants needed to synthesize it. The reactants are: [CH3:1][O:2][C:3]1[CH:4]=[C:5]([CH:10]=[CH:11][CH:12]=1)[CH2:6][N:7]=[C:8]=[S:9].[CH3:13][O:14][C:15]1[CH:16]=[C:17]([CH:20]=[CH:21][CH:22]=1)[CH2:18][NH2:19].COC1C=C(C=CC=1)CNC(N)=S. (6) Given the product [Br:1][C:2]1[C:18]([CH3:19])=[CH:17][C:5]([O:6][CH2:7][CH2:8][NH2:9])=[CH:4][C:3]=1[CH3:20], predict the reactants needed to synthesize it. The reactants are: [Br:1][C:2]1[C:18]([CH3:19])=[CH:17][C:5]([O:6][CH2:7][CH2:8][NH:9]C(=O)OC(C)(C)C)=[CH:4][C:3]=1[CH3:20].FC(F)(F)C(O)=O.C([O-])([O-])=O.[K+].[K+]. (7) Given the product [F:28][CH:26]([F:27])[O:25][C:22]1[CH:21]=[CH:20][C:19]([C:16]2[CH:17]=[N:18][C:13]([NH:11][C:8]3[CH:9]=[N:10][CH:2]=[C:3]([CH:7]=3)[C:4]([OH:6])=[O:5])=[N:14][CH:15]=2)=[CH:24][CH:23]=1, predict the reactants needed to synthesize it. The reactants are: C[C:2]1[N:10]=[CH:9][C:8]([NH2:11])=[CH:7][C:3]=1[C:4]([OH:6])=[O:5].Cl[C:13]1[N:18]=[CH:17][C:16]([C:19]2[CH:24]=[CH:23][C:22]([O:25][CH:26]([F:28])[F:27])=[CH:21][CH:20]=2)=[CH:15][N:14]=1.CC1(C)C2C(=C(P(C3C=CC=CC=3)C3C=CC=CC=3)C=CC=2)OC2C(P(C3C=CC=CC=3)C3C=CC=CC=3)=CC=CC1=2.C([O-])([O-])=O.[Cs+].[Cs+]. (8) Given the product [CH:33]1([C:37]([CH:5]2[CH2:4][N:3]([C:9]([O:11][CH2:12][C:13]3[CH:18]=[CH:17][CH:16]=[CH:15][CH:14]=3)=[O:10])[CH:2]([CH3:1])[CH2:7][C:6]2=[O:8])=[O:38])[CH2:36][CH2:35][CH2:34]1, predict the reactants needed to synthesize it. The reactants are: [CH3:1][CH:2]1[CH2:7][C:6](=[O:8])[CH:5]=[CH:4][N:3]1[C:9]([O:11][CH2:12][C:13]1[CH:18]=[CH:17][CH:16]=[CH:15][CH:14]=1)=[O:10].C([BH-](C(CC)C)C(CC)C)(CC)C.[Li+].[CH:33]1([C:37](Cl)=[O:38])[CH2:36][CH2:35][CH2:34]1. (9) Given the product [Br:1][C:2]1([C:5]2[S:6][CH:7]=[C:8]([CH2:10][CH3:11])[N:9]=2)[CH2:3][CH2:4]1, predict the reactants needed to synthesize it. The reactants are: [Br:1][C:2]1([C:5]2[S:6][CH:7]=[C:8]([CH2:10][CH2:11]CC)[N:9]=2)[CH2:4][CH2:3]1.BrCC(=O)CCCC. (10) The reactants are: Cl.[NH2:2][C:3]1[CH:4]=[C:5]([C:9]2[C:17]3[S:16][C:15]([C:18]([NH:20][C@@H:21]4[CH:26]5[CH2:27][CH2:28][N:23]([CH2:24][CH2:25]5)[CH2:22]4)=[O:19])=[CH:14][C:13]=3[CH:12]=[CH:11][CH:10]=2)[CH:6]=[CH:7][CH:8]=1.[C:29]([Cl:34])(=[O:33])[CH:30]([CH3:32])[CH3:31]. Given the product [ClH:34].[N:23]12[CH2:24][CH2:25][CH:26]([CH2:27][CH2:28]1)[C@@H:21]([NH:20][C:18]([C:15]1[S:16][C:17]3[C:9]([C:5]4[CH:6]=[CH:7][CH:8]=[C:3]([NH:2][C:29](=[O:33])[CH:30]([CH3:32])[CH3:31])[CH:4]=4)=[CH:10][CH:11]=[CH:12][C:13]=3[CH:14]=1)=[O:19])[CH2:22]2, predict the reactants needed to synthesize it.